Dataset: Catalyst prediction with 721,799 reactions and 888 catalyst types from USPTO. Task: Predict which catalyst facilitates the given reaction. Reactant: [F:1][C:2]1[CH:3]=[C:4]([CH:21]=[C:22]([F:24])[CH:23]=1)[CH2:5][C@H:6]1[C@@H:10]([C@H:11]2[CH2:15][C@@H:14]([O:16]CC=C)[CH2:13][NH:12]2)[O:9][C:8](=[O:20])[NH:7]1.N[C@@H](CC1C=C(F)C=C(F)C=1)[C@@H]([C@H]1COCCN1[CH:35]([C:42]1[CH:47]=[CH:46][CH:45]=[CH:44][CH:43]=1)[C:36]1[CH:41]=[CH:40][CH:39]=[CH:38][CH:37]=1)O.FC1C=C(C=C(F)C=1)C[C@H]1[C@@H]([C@H]2CCCCN2C(C2C=CC=CC=2)C2C=CC=CC=2)OC(=O)N1.[Li+].[OH-]. Product: [F:1][C:2]1[CH:3]=[C:4]([CH:21]=[C:22]([F:24])[CH:23]=1)[CH2:5][C@H:6]1[C@@H:10]([C@H:11]2[CH2:15][C@H:14]([OH:16])[CH2:13][N:12]2[CH:35]([C:36]2[CH:41]=[CH:40][CH:39]=[CH:38][CH:37]=2)[C:42]2[CH:47]=[CH:46][CH:45]=[CH:44][CH:43]=2)[O:9][C:8](=[O:20])[NH:7]1. The catalyst class is: 88.